This data is from Forward reaction prediction with 1.9M reactions from USPTO patents (1976-2016). The task is: Predict the product of the given reaction. Given the reactants [NH2:1][C:2]1[CH:3]=[CH:4][C:5]([CH3:26])=[C:6]([C:8]([C:10]2[CH:15]=[CH:14][C:13]([NH:16][C:17]3[CH:22]=[CH:21][C:20]([F:23])=[CH:19][C:18]=3[F:24])=[CH:12][C:11]=2[Cl:25])=[O:9])[CH:7]=1.C([O-])([O-])=O.[K+].[K+].Cl[C:34]([O:36][CH2:37][CH3:38])=[O:35], predict the reaction product. The product is: [CH2:37]([O:36][C:34](=[O:35])[NH:1][C:2]1[CH:3]=[CH:4][C:5]([CH3:26])=[C:6]([C:8](=[O:9])[C:10]2[CH:15]=[CH:14][C:13]([NH:16][C:17]3[CH:22]=[CH:21][C:20]([F:23])=[CH:19][C:18]=3[F:24])=[CH:12][C:11]=2[Cl:25])[CH:7]=1)[CH3:38].